Dataset: Peptide-MHC class II binding affinity with 134,281 pairs from IEDB. Task: Regression. Given a peptide amino acid sequence and an MHC pseudo amino acid sequence, predict their binding affinity value. This is MHC class II binding data. (1) The peptide sequence is EVAKLDVVKLLYNEQ. The MHC is DRB1_0301 with pseudo-sequence DRB1_0301. The binding affinity (normalized) is 0.415. (2) The peptide sequence is EKTYFAATQFEPLAA. The MHC is HLA-DPA10103-DPB10601 with pseudo-sequence HLA-DPA10103-DPB10601. The binding affinity (normalized) is 0.888.